This data is from Full USPTO retrosynthesis dataset with 1.9M reactions from patents (1976-2016). The task is: Predict the reactants needed to synthesize the given product. (1) Given the product [CH3:29][O:28][C:25]1[CH:26]=[CH:27][C:22]([C:1]2[NH:2][C:3](=[O:4])[C:5]3[CH:9]=[CH:8][S:7][C:6]=3[CH:10]=2)=[CH:23][CH:24]=1, predict the reactants needed to synthesize it. The reactants are: [CH3:1][NH:2][C:3]([C:5]1[CH:9]=[CH:8][S:7][C:6]=1[CH3:10])=[O:4].[Li]CCCC.C1COCC1.C(#N)[C:22]1[CH:27]=[CH:26][C:25]([O:28][CH3:29])=[CH:24][CH:23]=1. (2) Given the product [CH3:15][O:13][C:12]([C:9]1([C:3]2[CH:8]=[CH:7][CH:6]=[CH:5][CH:4]=2)[CH2:11][CH2:10]1)=[O:14], predict the reactants needed to synthesize it. The reactants are: CI.[C:3]1([C:9]2([C:12]([OH:14])=[O:13])[CH2:11][CH2:10]2)[CH:8]=[CH:7][CH:6]=[CH:5][CH:4]=1.[C:15](=O)([O-])[O-].[K+].[K+].CN(C)C=O. (3) Given the product [F:24][C:25]1[CH:30]=[CH:29][CH:28]=[C:27]([F:31])[C:26]=1[C:6]1[CH:5]=[CH:4][C:3]([C:17]2[N:18]=[CH:19][C:20]([NH2:23])=[N:21][CH:22]=2)=[C:2]([F:1])[CH:7]=1, predict the reactants needed to synthesize it. The reactants are: [F:1][C:2]1[CH:7]=[C:6](B2OC(C)(C)C(C)(C)O2)[CH:5]=[CH:4][C:3]=1[C:17]1[N:18]=[CH:19][C:20]([NH2:23])=[N:21][CH:22]=1.[F:24][C:25]1[CH:30]=[CH:29][CH:28]=[C:27]([F:31])[C:26]=1Br. (4) Given the product [CH:32]1(/[C:29](=[C:19]2\[C:20]3[CH:27]=[CH:26][C:25]([F:28])=[CH:24][C:21]=3[O:22][CH2:23][C:17]3[CH:16]=[C:15]([CH2:14][N:8]4[C:7]5[CH:9]=[CH:10][CH:11]=[CH:12][C:6]=5[N:5]=[C:4]4[CH2:1][CH2:2][CH3:3])[CH:36]=[CH:35][C:18]\2=3)/[C:30]#[N:31])[CH2:34][CH2:33]1, predict the reactants needed to synthesize it. The reactants are: [CH2:1]([C:4]1[NH:8][C:7]2[CH:9]=[CH:10][CH:11]=[CH:12][C:6]=2[N:5]=1)[CH2:2][CH3:3].Br[CH2:14][C:15]1[CH:36]=[CH:35][C:18]2/[C:19](=[C:29](/[CH:32]3[CH2:34][CH2:33]3)\[C:30]#[N:31])/[C:20]3[CH:27]=[CH:26][C:25]([F:28])=[CH:24][C:21]=3[O:22][CH2:23][C:17]=2[CH:16]=1. (5) Given the product [CH:1]1([CH:7]([NH:21][C:22]2[CH:23]=[CH:24][C:25]([C:26]([N:32]([CH3:31])[CH2:33][CH2:34][C:35]([OH:37])=[O:36])=[O:27])=[CH:29][CH:30]=2)[C:8]2[CH:12]=[C:11]([CH:13]3[CH2:14][CH2:15][S:16][CH2:17][CH2:18]3)[S:10][C:9]=2[CH2:19][CH3:20])[CH2:6][CH2:5][CH2:4][CH2:3][CH2:2]1, predict the reactants needed to synthesize it. The reactants are: [CH:1]1([CH:7]([NH:21][C:22]2[CH:30]=[CH:29][C:25]([C:26](O)=[O:27])=[CH:24][CH:23]=2)[C:8]2[CH:12]=[C:11]([CH:13]3[CH2:18][CH2:17][S:16][CH2:15][CH2:14]3)[S:10][C:9]=2[CH2:19][CH3:20])[CH2:6][CH2:5][CH2:4][CH2:3][CH2:2]1.[CH3:31][NH:32][CH2:33][CH2:34][C:35]([O:37]CC)=[O:36].O.ON1C2C=CC=CC=2N=N1.Cl.C(N=C=NCCCN(C)C)C.Cl.[OH-].[Na+]. (6) Given the product [CH3:31][O:32][C:33](=[O:37])[CH2:34][CH2:35][NH:36][CH2:7][C:6]1[CH:9]=[C:2]([Cl:1])[CH:3]=[CH:4][C:5]=1[O:10][CH2:11][C:12]([N:14]1[CH2:19][C@H:18]([CH3:20])[N:17]([CH2:21][C:22]2[CH:23]=[CH:24][C:25]([F:28])=[CH:26][CH:27]=2)[CH2:16][C@H:15]1[CH3:29])=[O:13], predict the reactants needed to synthesize it. The reactants are: [Cl:1][C:2]1[CH:3]=[CH:4][C:5]([O:10][CH2:11][C:12]([N:14]2[CH2:19][C@H:18]([CH3:20])[N:17]([CH2:21][C:22]3[CH:27]=[CH:26][C:25]([F:28])=[CH:24][CH:23]=3)[CH2:16][C@H:15]2[CH3:29])=[O:13])=[C:6]([CH:9]=1)[CH:7]=O.Cl.[CH3:31][O:32][C:33](=[O:37])[CH2:34][CH2:35][NH2:36].C([BH3-])#N.[Na+]. (7) Given the product [CH:26]([C:23]1[CH:22]=[CH:21][C:20]([NH:19][C:17](=[O:18])[C:16]2[CH:15]=[CH:14][N:31]=[C:30]([N:11]3[CH2:10][CH2:9][C:7]4[N:8]=[C:3]([S:2][CH3:1])[N:4]=[CH:5][C:6]=4[CH2:12]3)[CH:29]=2)=[CH:25][CH:24]=1)([CH3:28])[CH3:27], predict the reactants needed to synthesize it. The reactants are: [CH3:1][S:2][C:3]1[N:4]=[CH:5][C:6]2[CH2:12][NH:11][CH2:10][CH2:9][C:7]=2[N:8]=1.Br[C:14]1[CH:15]=[C:16]([CH:29]=[CH:30][N:31]=1)[C:17]([NH:19][C:20]1[CH:25]=[CH:24][C:23]([CH:26]([CH3:28])[CH3:27])=[CH:22][CH:21]=1)=[O:18]. (8) Given the product [CH3:19][C:20]1[CH:25]=[C:24]([C:2]2[CH:3]=[C:4]([N:8]3[CH2:16][CH:15]4[CH2:17][N:11]5[CH2:12][CH:13]([CH2:18][CH:9]3[CH2:10]5)[CH2:14]4)[CH:5]=[N:6][CH:7]=2)[CH:23]=[CH:22][CH:21]=1, predict the reactants needed to synthesize it. The reactants are: Br[C:2]1[CH:3]=[C:4]([N:8]2[CH2:16][CH:15]3[CH2:17][N:11]4[CH2:12][CH:13]([CH2:18][CH:9]2[CH2:10]4)[CH2:14]3)[CH:5]=[N:6][CH:7]=1.[CH3:19][C:20]1[CH:21]=[C:22](B(O)O)[CH:23]=[CH:24][CH:25]=1.